From a dataset of Reaction yield outcomes from USPTO patents with 853,638 reactions. Predict the reaction yield, written as a fraction of the theoretical maximum amount of product (1.0 means a 100% yield; for example, 0.34 means a 34% yield). The reactants are [NH:1]1[CH:5]=[C:4]([C:6]2[C:7]3[CH:14]=[CH:13][N:12]([CH2:15][O:16][CH2:17][CH2:18][Si:19]([CH3:22])([CH3:21])[CH3:20])[C:8]=3[N:9]=[CH:10][N:11]=2)[CH:3]=[N:2]1.[CH:23]1([C:28]#[C:29][C:30]#[N:31])[CH2:27][CH2:26][CH2:25][CH2:24]1.C(=O)([O-])[O-].[K+].[K+]. The catalyst is CN(C=O)C.C(OCC)(=O)C.[Cl-].[Na+].O. The product is [CH:23]1(/[C:28](/[N:1]2[CH:5]=[C:4]([C:6]3[C:7]4[CH:14]=[CH:13][N:12]([CH2:15][O:16][CH2:17][CH2:18][Si:19]([CH3:22])([CH3:21])[CH3:20])[C:8]=4[N:9]=[CH:10][N:11]=3)[CH:3]=[N:2]2)=[CH:29]/[C:30]#[N:31])[CH2:27][CH2:26][CH2:25][CH2:24]1. The yield is 0.530.